This data is from Forward reaction prediction with 1.9M reactions from USPTO patents (1976-2016). The task is: Predict the product of the given reaction. (1) Given the reactants [CH3:1][O:2][C:3]([NH:5][C@@H:6]([CH:10]([CH3:12])[CH3:11])[C:7]([OH:9])=O)=[O:4].CN(C(ON1N=NC2C=CC=NC1=2)=[N+](C)C)C.F[P-](F)(F)(F)(F)F.[CH2:37]1[C:41]2([CH2:46][CH2:45][O:44][CH2:43][CH2:42]2)[CH2:40][CH:39]([C:47]([O:49][CH2:50][CH3:51])=[O:48])[NH:38]1.CCN(C(C)C)C(C)C, predict the reaction product. The product is: [CH3:1][O:2][C:3]([NH:5][C@@H:6]([CH:10]([CH3:12])[CH3:11])[C:7]([N:38]1[C@H:39]([C:47]([O:49][CH2:50][CH3:51])=[O:48])[CH2:40][C:41]2([CH2:46][CH2:45][O:44][CH2:43][CH2:42]2)[CH2:37]1)=[O:9])=[O:4]. (2) Given the reactants C(OC([N:8]1[CH2:12][CH2:11][C:10]([C:15]2[CH:20]=[C:19]([F:21])[CH:18]=[C:17]([F:22])[CH:16]=2)([O:13][CH3:14])[CH2:9]1)=O)(C)(C)C.FC(F)(F)C(O)=O.[Cl-].[NH4+], predict the reaction product. The product is: [F:22][C:17]1[CH:16]=[C:15]([C:10]2([O:13][CH3:14])[CH2:11][CH2:12][NH:8][CH2:9]2)[CH:20]=[C:19]([F:21])[CH:18]=1. (3) Given the reactants [CH2:1]([O:4][C:5]1[C:14](C)=[CH:13][C:8]([C:9]([NH:11][OH:12])=[NH:10])=[CH:7][C:6]=1C)[CH:2]=[CH2:3].[OH:17][C:18]1C=CC(C#N)=CC=1OC, predict the reaction product. The product is: [CH2:1]([O:4][C:5]1[CH:14]=[CH:13][C:8]([C:9]([NH:11][OH:12])=[NH:10])=[CH:7][C:6]=1[O:17][CH3:18])[CH:2]=[CH2:3]. (4) Given the reactants [C:1]([O:8][CH3:9])(=[O:7])[CH2:2][C:3]([O:5][CH3:6])=[O:4].[H-].[Na+].[Cl:12][C:13]1[CH:20]=[CH:19][C:16]([CH2:17]Br)=[CH:15][CH:14]=1, predict the reaction product. The product is: [Cl:12][C:13]1[CH:20]=[CH:19][C:16]([CH2:17][CH:2]([C:1]([O:8][CH3:9])=[O:7])[C:3]([O:5][CH3:6])=[O:4])=[CH:15][CH:14]=1. (5) Given the reactants [CH3:1][O:2][CH2:3][CH2:4][O:5][C:6]1[CH:14]=[C:13]2[C:9]([CH:10]=[CH:11][NH:12]2)=[CH:8][C:7]=1[O:15][C:16]1[CH:21]=[CH:20][N:19]=[C:18]([NH:22]C(=O)C)[CH:17]=1.[OH-].[Na+].O.C(OCC)(=O)C, predict the reaction product. The product is: [CH3:1][O:2][CH2:3][CH2:4][O:5][C:6]1[CH:14]=[C:13]2[C:9]([CH:10]=[CH:11][NH:12]2)=[CH:8][C:7]=1[O:15][C:16]1[CH:21]=[CH:20][N:19]=[C:18]([NH2:22])[CH:17]=1. (6) Given the reactants [CH3:1][C:2]1[C:6]([C:7]([N:9]2[CH2:14][CH2:13][O:12][CH2:11][CH2:10]2)=[O:8])=[CH:5][NH:4][C:3]=1/[CH:15]=[C:16]1\[C:17](=[O:35])[NH:18][C:19]2[C:24]\1=[C:23]([C:25]1[CH:26]=[C:27]([CH2:31][C:32]([OH:34])=O)[CH:28]=[CH:29][CH:30]=1)[CH:22]=[CH:21][CH:20]=2.[CH3:36][N:37]([CH3:41])[CH2:38][CH2:39][NH2:40].C(Cl)CCl.C1C=CC2N(O)N=NC=2C=1, predict the reaction product. The product is: [CH3:36][N:37]([CH3:41])[CH2:38][CH2:39][NH:40][C:32](=[O:34])[CH2:31][C:27]1[CH:28]=[CH:29][CH:30]=[C:25]([C:23]2[CH:22]=[CH:21][CH:20]=[C:19]3[C:24]=2/[C:16](=[CH:15]/[C:3]2[NH:4][CH:5]=[C:6]([C:7]([N:9]4[CH2:14][CH2:13][O:12][CH2:11][CH2:10]4)=[O:8])[C:2]=2[CH3:1])/[C:17](=[O:35])[NH:18]3)[CH:26]=1. (7) Given the reactants [C:1]([N:5]1[C:10](=[O:11])[C:9]([Cl:12])=[C:8]([O:13][CH:14]([C:17]2[CH:22]=[CH:21][C:20]([C:23]([CH3:26])([CH3:25])[CH3:24])=[CH:19][CH:18]=2)[CH2:15][OH:16])[CH:7]=[N:6]1)([CH3:4])([CH3:3])[CH3:2].N1C=CC=C[CH:28]=1.[C:33]1(C)[C:34]([S:39](Cl)(=[O:41])=[O:40])=[CH:35][CH:36]=[CH:37][CH:38]=1, predict the reaction product. The product is: [C:1]([N:5]1[C:10](=[O:11])[C:9]([Cl:12])=[C:8]([O:13][CH:14]([C:17]2[CH:18]=[CH:19][C:20]([C:23]([CH3:26])([CH3:25])[CH3:24])=[CH:21][CH:22]=2)[CH2:15][O:16][S:39]([C:34]2[CH:33]=[CH:38][C:37]([CH3:28])=[CH:36][CH:35]=2)(=[O:40])=[O:41])[CH:7]=[N:6]1)([CH3:4])([CH3:3])[CH3:2].